This data is from Catalyst prediction with 721,799 reactions and 888 catalyst types from USPTO. The task is: Predict which catalyst facilitates the given reaction. (1) Product: [N:10]1([C:2]2[CH:9]=[N:8][CH:7]=[CH:6][C:3]=2[C:4]#[N:5])[CH2:15][CH2:14][NH:13][CH2:12][CH2:11]1. The catalyst class is: 13. Reactant: Cl[C:2]1[CH:9]=[N:8][CH:7]=[CH:6][C:3]=1[C:4]#[N:5].[NH:10]1[CH2:15][CH2:14][NH:13][CH2:12][CH2:11]1.C(#N)C. (2) Reactant: C(OC([N:8]1[CH2:13][CH2:12][C:11]([C:22]#[N:23])([C:14]2[CH:19]=[CH:18][C:17]([F:20])=[CH:16][C:15]=2[F:21])[CH2:10][CH2:9]1)=O)(C)(C)C. Product: [F:21][C:15]1[CH:16]=[C:17]([F:20])[CH:18]=[CH:19][C:14]=1[C:11]1([C:22]#[N:23])[CH2:12][CH2:13][NH:8][CH2:9][CH2:10]1. The catalyst class is: 281. (3) Reactant: [CH3:1][O:2][C:3]1[CH:4]=[CH:5][C:6]2[C:15]([CH:16]=1)=[C:14]1[C:9]([CH:10]=[CH:11][CH:12]=[CH:13]1)=[N:8][C:7]=2[CH3:17].[BH4-].[Na+].FC(F)(F)C(O)=O.C1C=CC2C3C=CC=CC=3NCC=2C=1.C(N(CC)CC)C.[CH3:48][O:49][C:50]1[CH:55]=[CH:54][C:53]([S:56](Cl)(=[O:58])=[O:57])=[CH:52][C:51]=1[CH3:60]. Product: [CH:4]1[CH:3]=[CH:16][C:15]2[C:14]3[CH:13]=[CH:12][CH:11]=[CH:10][C:9]=3[NH:8][CH2:7][C:6]=2[CH:5]=1.[CH3:1][O:2][C:3]1[CH:16]=[C:15]2[C:6]([CH:7]([CH3:17])[N:8]([S:56]([C:53]3[CH:54]=[CH:55][C:50]([O:49][CH3:48])=[C:51]([CH3:60])[CH:52]=3)(=[O:58])=[O:57])[C:9]3[CH:10]=[CH:11][CH:12]=[CH:13][C:14]=32)=[CH:5][CH:4]=1. The catalyst class is: 217. (4) Reactant: CO[C:3](=[O:13])[C:4]1[C:9]([I:10])=[CH:8][CH:7]=[CH:6][C:5]=1[CH2:11]Br.[CH3:14][O:15][C:16]1[CH:21]=[CH:20][C:19]([CH2:22][CH2:23][CH2:24][NH2:25])=[CH:18][CH:17]=1.C([O-])([O-])=O.[K+].[K+].C(OCC)(=O)C. Product: [I:10][C:9]1[CH:8]=[CH:7][CH:6]=[C:5]2[C:4]=1[C:3](=[O:13])[N:25]([CH2:24][CH2:23][CH2:22][C:19]1[CH:18]=[CH:17][C:16]([O:15][CH3:14])=[CH:21][CH:20]=1)[CH2:11]2. The catalyst class is: 345.